Dataset: Full USPTO retrosynthesis dataset with 1.9M reactions from patents (1976-2016). Task: Predict the reactants needed to synthesize the given product. (1) Given the product [C:4]1(=[O:14])[NH:5][C:1](=[O:15])[CH:2]=[CH:3]1.[CH3:1][CH:2]1[CH2:3][CH2:4][O:14]1, predict the reactants needed to synthesize it. The reactants are: [C:1]1(=[O:15])[N:5](C(CCCC)C(Cl)=O)[C:4](=[O:14])[CH:3]=[CH:2]1. (2) The reactants are: Br[CH2:2][C:3]1[CH:8]=[CH:7][C:6]([CH3:9])=[CH:5][CH:4]=1.[N-:10]=[N+:11]=[N-:12].[Na+]. Given the product [N:10]([CH2:2][C:3]1[CH:8]=[CH:7][C:6]([CH3:9])=[CH:5][CH:4]=1)=[N+:11]=[N-:12], predict the reactants needed to synthesize it. (3) Given the product [CH3:14][S:15]([C:6]1[C:7]([CH3:37])=[C:8]([CH2:12][OH:13])[CH:9]=[CH:10][CH:11]=1)(=[O:17])=[O:16], predict the reactants needed to synthesize it. The reactants are: CS(C[C:6]1[CH:7]=[C:8]([CH2:12][OH:13])[CH:9]=[CH:10][CH:11]=1)(=O)=O.[CH3:14][S:15](CC1C=C(C=CC=1)C(O)=O)(=[O:17])=[O:16].[H-].[Al+3].[Li+].[H-].[H-].[H-].[OH-].[Na+].O1CCC[CH2:37]1. (4) Given the product [CH3:20][S:21]([O:10][CH2:9][CH:8]([NH:7][C:6]([O:5][C:1]([CH3:4])([CH3:2])[CH3:3])=[O:12])[CH3:11])(=[O:23])=[O:22], predict the reactants needed to synthesize it. The reactants are: [C:1]([O:5][C:6](=[O:12])[NH:7][CH:8]([CH3:11])[CH2:9][OH:10])([CH3:4])([CH3:3])[CH3:2].C(N(CC)CC)C.[CH3:20][S:21](Cl)(=[O:23])=[O:22].C(=O)(O)[O-].[Na+]. (5) Given the product [CH2:21]([Si:17]([CH2:18][CH:19]=[CH2:20])([CH2:24][CH:25]=[CH2:26])[CH2:16][CH2:15][CH2:14][Si:8]([CH2:7][CH2:6][CH2:5][Si:4]([CH2:1][CH:2]=[CH2:3])([CH2:30][CH:31]=[CH2:32])[CH2:27][CH:28]=[CH2:29])([C:10]([CH3:11])([CH3:12])[CH3:13])[O:9][CH3:33])[CH:22]=[CH2:23], predict the reactants needed to synthesize it. The reactants are: [CH2:1]([Si:4]([CH2:30][CH:31]=[CH2:32])([CH2:27][CH:28]=[CH2:29])[CH2:5][CH2:6][CH2:7][Si:8]([CH2:14][CH2:15][CH2:16][Si:17]([CH2:24][CH:25]=[CH2:26])([CH2:21][CH:22]=[CH2:23])[CH2:18][CH:19]=[CH2:20])([C:10]([CH3:13])([CH3:12])[CH3:11])[OH:9])[CH:2]=[CH2:3].[CH2:33](N(CC)CC)C.C(OCC)C.Cl. (6) Given the product [N:23]1[CH:24]=[CH:25][CH:26]=[C:21]([C:18]2[CH:19]=[C:20]3[C:12]([CH:10]=[O:11])=[CH:13][N:14]([S:47]([C:44]4[CH:45]=[CH:46][C:41]([CH3:51])=[CH:42][CH:43]=4)(=[O:49])=[O:48])[C:15]3=[N:16][CH:17]=2)[CH:22]=1, predict the reactants needed to synthesize it. The reactants are: [N+](C1C=C([C:10]([C:12]2[C:20]3[C:15](=[N:16][CH:17]=[C:18]([C:21]4[CH:22]=[N:23][CH:24]=[CH:25][CH:26]=4)[CH:19]=3)[NH:14][CH:13]=2)=[O:11])C=CC=1)([O-])=O.C([N-]C(C)C)(C)C.[Li+].C1CCCCC1.[C:41]1([CH3:51])[CH:46]=[CH:45][C:44]([S:47](Cl)(=[O:49])=[O:48])=[CH:43][CH:42]=1. (7) The reactants are: Br[C:2]1[CH:9]=[CH:8][CH:7]=[CH:6][C:3]=1[CH:4]=[O:5].[Cl:10][C:11]1[CH:16]=[CH:15][C:14](B(O)O)=[CH:13][CH:12]=1.C(=O)([O-])[O-].[K+].[K+]. Given the product [Cl:10][C:11]1[CH:16]=[CH:15][C:14]([C:2]2[C:3]([CH:4]=[O:5])=[CH:6][CH:7]=[CH:8][CH:9]=2)=[CH:13][CH:12]=1, predict the reactants needed to synthesize it.